This data is from Full USPTO retrosynthesis dataset with 1.9M reactions from patents (1976-2016). The task is: Predict the reactants needed to synthesize the given product. (1) Given the product [OH:1][C:2]1[CH:11]=[C:10]2[C:5]([C:6](=[O:25])[C:7]([C:16]3[S:20][C:19]([C:21]([OH:23])=[O:22])=[CH:18][CH:17]=3)=[C:8]([C:12]([F:15])([F:13])[F:14])[O:9]2)=[CH:4][CH:3]=1, predict the reactants needed to synthesize it. The reactants are: [OH:1][C:2]1[CH:11]=[C:10]2[C:5]([C:6](=[O:25])[C:7]([C:16]3[S:20][C:19]([C:21]([O:23]C)=[O:22])=[CH:18][CH:17]=3)=[C:8]([C:12]([F:15])([F:14])[F:13])[O:9]2)=[CH:4][CH:3]=1.Cl. (2) Given the product [F:3][C:4]1[CH:11]=[CH:10][CH:9]=[C:8]([O:12][CH2:13][CH:14]([CH3:16])[CH3:15])[C:5]=1[CH:6]=[N:18][OH:1], predict the reactants needed to synthesize it. The reactants are: [OH-:1].[Na+].[F:3][C:4]1[CH:11]=[CH:10][CH:9]=[C:8]([O:12][CH2:13][CH:14]([CH3:16])[CH3:15])[C:5]=1[CH:6]=O.Cl.[NH2:18]O.Cl. (3) Given the product [F:19][C:2]([F:1])([F:18])[C:3]1[C:4]2[CH:16]3[CH2:17][CH:15]3[CH2:14][C:5]=2[N:6]([CH2:8][C:9]([OH:11])=[O:10])[N:7]=1, predict the reactants needed to synthesize it. The reactants are: [F:1][C:2]([F:19])([F:18])[C:3]1[C:4]2[CH:16]3[CH2:17][CH:15]3[CH2:14][C:5]=2[N:6]([CH2:8][C:9]([O:11]CC)=[O:10])[N:7]=1.[Li+].[OH-]. (4) Given the product [C:1]([O:5][C:6](=[O:26])[NH:7][C:8]1[CH:13]=[C:12]([N:14]([CH3:18])[CH2:15][CH2:16][CH3:17])[C:11]([C:19]([F:22])([F:21])[F:20])=[CH:10][C:9]=1[NH2:23])([CH3:2])([CH3:3])[CH3:4], predict the reactants needed to synthesize it. The reactants are: [C:1]([O:5][C:6](=[O:26])[NH:7][C:8]1[CH:13]=[C:12]([N:14]([CH3:18])[CH2:15][CH2:16][CH3:17])[C:11]([C:19]([F:22])([F:21])[F:20])=[CH:10][C:9]=1[N+:23]([O-])=O)([CH3:4])([CH3:3])[CH3:2]. (5) Given the product [C:17]([O:16][C:14]([NH:10][NH:9][CH2:8][C:7]([C:1]1[CH:6]=[CH:5][CH:4]=[CH:3][CH:2]=1)=[CH2:11])=[O:15])([CH3:20])([CH3:19])[CH3:18], predict the reactants needed to synthesize it. The reactants are: [C:1]1([C:7](=[CH2:11])[CH2:8][NH:9][NH2:10])[CH:6]=[CH:5][CH:4]=[CH:3][CH:2]=1.NN[C:14]([O:16][C:17]([CH3:20])([CH3:19])[CH3:18])=[O:15].CCN(CC)CC.BrCC(C1C=CC=CC=1)=C. (6) Given the product [Br:7][C:8]1[CH:9]=[C:10]([C:29]#[CH:30])[C:11]([N:14]([C:22]([O:24][C:25]([CH3:28])([CH3:27])[CH3:26])=[O:23])[C:15](=[O:21])[O:16][C:17]([CH3:19])([CH3:20])[CH3:18])=[N:12][CH:13]=1, predict the reactants needed to synthesize it. The reactants are: C([O-])([O-])=O.[Na+].[Na+].[Br:7][C:8]1[CH:9]=[C:10]([C:29]#[C:30][Si](C)(C)C)[C:11]([N:14]([C:22]([O:24][C:25]([CH3:28])([CH3:27])[CH3:26])=[O:23])[C:15](=[O:21])[O:16][C:17]([CH3:20])([CH3:19])[CH3:18])=[N:12][CH:13]=1.